The task is: Predict the reactants needed to synthesize the given product.. This data is from Full USPTO retrosynthesis dataset with 1.9M reactions from patents (1976-2016). (1) Given the product [CH3:1][O:2][CH:3]1[C:7]2([CH2:12][CH2:11][NH:10][CH2:9][CH2:8]2)[C:6](=[O:20])[N:5]([C:21]2[CH2:22][O:23][C:24](=[O:27])[C:25]=2[CH3:26])[CH2:4]1, predict the reactants needed to synthesize it. The reactants are: [CH3:1][O:2][CH:3]1[C:7]2([CH2:12][CH2:11][N:10](C(OC(C)(C)C)=O)[CH2:9][CH2:8]2)[C:6](=[O:20])[N:5]([C:21]2[CH2:22][O:23][C:24](=[O:27])[C:25]=2[CH3:26])[CH2:4]1.FC(F)(F)C(O)=O. (2) Given the product [C:9]([C:4]1[CH:5]=[CH:6][C:7]([O:8][CH2:13][C:14]([O:16][CH3:17])=[O:15])=[C:2]([Br:1])[CH:3]=1)(=[O:11])[CH3:10], predict the reactants needed to synthesize it. The reactants are: [Br:1][C:2]1[CH:3]=[C:4]([C:9](=[O:11])[CH3:10])[CH:5]=[CH:6][C:7]=1[OH:8].Br[CH2:13][C:14]([O:16][CH3:17])=[O:15].C(=O)([O-])[O-].[K+].[K+].